This data is from Reaction yield outcomes from USPTO patents with 853,638 reactions. The task is: Predict the reaction yield, written as a fraction of the theoretical maximum amount of product (1.0 means a 100% yield; for example, 0.34 means a 34% yield). The reactants are Br[C:2]1[CH:15]=[C:14]2[C:5]([C:6]3[CH:7]=[CH:8][C:9]([C:16]4[CH:17]=[CH:18][C:19]5[N:23]=[C:22]([C@@H:24]6[CH2:28][CH2:27][CH2:26][N:25]6[C:29](=[O:38])[CH:30]([NH:34][C:35](=[O:37])[O-:36])[CH:31]([CH3:33])[CH3:32])[NH:21][C:20]=5[CH:39]=4)=[CH:10][C:11]=3[CH2:12][CH2:13]2)=[CH:4][CH:3]=1.B1(B2OC(C)(C)C(C)(C)O2)OC(C)(C)[C:42](C)(C)O1.C([O-])(=O)C.[K+].Br[C:64]1[NH:68][C:67]([C@@H:69]2[CH2:73][CH2:72][CH2:71][N:70]2[C:74]([O:76][C:77]([CH3:80])([CH3:79])[CH3:78])=[O:75])=[N:66][CH:65]=1.P([O-])([O-])([O-])=O.[K+].[K+].[K+]. The catalyst is O1CCOCC1.C1C=CC(P(C2C=CC=CC=2)[C-]2C=CC=C2)=CC=1.C1C=CC(P(C2C=CC=CC=2)[C-]2C=CC=C2)=CC=1.Cl[Pd]Cl.[Fe+2].C(COC)OC. The product is [CH3:42][O:36][C:35]([NH:34][C@@H:30]([CH:31]([CH3:33])[CH3:32])[C:29]([N:25]1[CH2:26][CH2:27][CH2:28][C@H:24]1[C:22]1[NH:21][C:20]2[CH:39]=[C:16]([C:9]3[CH:10]=[C:11]4[C:6]([C:5]5[CH:14]=[CH:15][C:2]([C:64]6[NH:68][C:67]([C@@H:69]7[CH2:73][CH2:72][CH2:71][N:70]7[C:74]([O:76][C:77]([CH3:80])([CH3:79])[CH3:78])=[O:75])=[N:66][CH:65]=6)=[CH:3][C:4]=5[CH2:13][CH2:12]4)=[CH:7][CH:8]=3)[CH:17]=[CH:18][C:19]=2[N:23]=1)=[O:38])=[O:37]. The yield is 0.370.